Dataset: NCI-60 drug combinations with 297,098 pairs across 59 cell lines. Task: Regression. Given two drug SMILES strings and cell line genomic features, predict the synergy score measuring deviation from expected non-interaction effect. (1) Drug 1: COC1=CC(=CC(=C1O)OC)C2C3C(COC3=O)C(C4=CC5=C(C=C24)OCO5)OC6C(C(C7C(O6)COC(O7)C8=CC=CS8)O)O. Drug 2: CCC1(CC2CC(C3=C(CCN(C2)C1)C4=CC=CC=C4N3)(C5=C(C=C6C(=C5)C78CCN9C7C(C=CC9)(C(C(C8N6C)(C(=O)OC)O)OC(=O)C)CC)OC)C(=O)OC)O.OS(=O)(=O)O. Cell line: M14. Synergy scores: CSS=53.8, Synergy_ZIP=-11.8, Synergy_Bliss=-5.12, Synergy_Loewe=-17.0, Synergy_HSA=-2.64. (2) Drug 1: C1CN(CCN1C(=O)CCBr)C(=O)CCBr. Drug 2: C1C(C(OC1N2C=NC(=NC2=O)N)CO)O. Cell line: HL-60(TB). Synergy scores: CSS=79.0, Synergy_ZIP=7.06, Synergy_Bliss=5.18, Synergy_Loewe=9.78, Synergy_HSA=8.79. (3) Drug 1: C1CN1C2=NC(=NC(=N2)N3CC3)N4CC4. Drug 2: CN(C)N=NC1=C(NC=N1)C(=O)N. Cell line: COLO 205. Synergy scores: CSS=39.7, Synergy_ZIP=1.16, Synergy_Bliss=0.659, Synergy_Loewe=-14.6, Synergy_HSA=3.67.